Dataset: Catalyst prediction with 721,799 reactions and 888 catalyst types from USPTO. Task: Predict which catalyst facilitates the given reaction. (1) Reactant: [N:1]([CH2:4][CH:5]([NH:10][C:11](=[O:17])[O:12][C:13]([CH3:16])([CH3:15])[CH3:14])[CH2:6][O:7][CH2:8][CH3:9])=[N+]=[N-]. Product: [NH2:1][CH2:4][CH:5]([NH:10][C:11](=[O:17])[O:12][C:13]([CH3:16])([CH3:15])[CH3:14])[CH2:6][O:7][CH2:8][CH3:9]. The catalyst class is: 19. (2) Reactant: [CH3:1][O:2][C:3](=[O:13])[C:4]1[CH:9]=[C:8]([O:10][CH3:11])[N:7]=[C:6](Cl)[CH:5]=1.[Br-].[CH:15]1([Zn+])[CH2:19][CH2:18][CH2:17][CH2:16]1. Product: [CH3:1][O:2][C:3](=[O:13])[C:4]1[CH:9]=[C:8]([O:10][CH3:11])[N:7]=[C:6]([CH:15]2[CH2:19][CH2:18][CH2:17][CH2:16]2)[CH:5]=1. The catalyst class is: 1. (3) Reactant: [CH3:1][N:2]1[CH2:7][CH2:6][N:5]([C@@H:8]2[CH2:13][CH2:12][C@H:11]([N:14]3[C:18]4=[N:19][CH:20]=[N:21][C:22]([NH2:23])=[C:17]4[C:16]([C:24]4[CH:29]=[CH:28][C:27]([O:30][C:31]5[N:36]=[CH:35][CH:34]=[CH:33][N:32]=5)=[CH:26][CH:25]=4)=[N:15]3)[CH2:10][CH2:9]2)[CH2:4][CH2:3]1.[C:37]([OH:44])(=[O:43])/[CH:38]=[CH:39]\[C:40]([OH:42])=[O:41]. Product: [C:37]([OH:44])(=[O:43])/[CH:38]=[CH:39]\[C:40]([OH:42])=[O:41].[C:37]([OH:44])(=[O:43])/[CH:38]=[CH:39]\[C:40]([OH:42])=[O:41].[C:37]([OH:44])(=[O:43])/[CH:38]=[CH:39]\[C:40]([OH:42])=[O:41].[CH3:1][N:2]1[CH2:7][CH2:6][N:5]([C@@H:8]2[CH2:13][CH2:12][C@H:11]([N:14]3[C:18]4=[N:19][CH:20]=[N:21][C:22]([NH2:23])=[C:17]4[C:16]([C:24]4[CH:25]=[CH:26][C:27]([O:30][C:31]5[N:32]=[CH:33][CH:34]=[CH:35][N:36]=5)=[CH:28][CH:29]=4)=[N:15]3)[CH2:10][CH2:9]2)[CH2:4][CH2:3]1. The catalyst class is: 8. (4) Reactant: [CH2:1]([O:3][P:4]([C:9]([F:42])([F:41])[C:10]1[CH:15]=[CH:14][CH:13]=[C:12]([N:16]([CH3:40])[C:17]([C:19]2[CH:24]=[CH:23][C:22]([C:25]3[CH:30]=[CH:29][C:28]([O:31][CH2:32][CH2:33][CH2:34][CH2:35][CH2:36][CH2:37][CH2:38][CH3:39])=[CH:27][CH:26]=3)=[CH:21][CH:20]=2)=[O:18])[CH:11]=1)(=[O:8])[O:5]CC)[CH3:2].C1N2CCN(CC2)C1. Product: [CH2:1]([O:3][P:4]([C:9]([F:42])([F:41])[C:10]1[CH:15]=[CH:14][CH:13]=[C:12]([N:16]([CH3:40])[C:17]([C:19]2[CH:24]=[CH:23][C:22]([C:25]3[CH:26]=[CH:27][C:28]([O:31][CH2:32][CH2:33][CH2:34][CH2:35][CH2:36][CH2:37][CH2:38][CH3:39])=[CH:29][CH:30]=3)=[CH:21][CH:20]=2)=[O:18])[CH:11]=1)(=[O:5])[OH:8])[CH3:2]. The catalyst class is: 10. (5) Reactant: Cl[C:2]1[C:7]([N+:8]([O-:10])=[O:9])=[CH:6][CH:5]=[C:4]([Cl:11])[N:3]=1.C(=O)([O-])[O-].[Na+].[Na+].COC1C=CC(C2N=C3[N:32]([CH2:35][C:36]4[CH:37]=[C:38]5[C:43](=[CH:44][CH:45]=4)[N:42]=[CH:41][CH:40]=[CH:39]5)N=NC3=CC=2)=CC=1.O. Product: [Cl:11][C:4]1[N:3]=[C:2]([NH:32][CH2:35][C:36]2[CH:37]=[C:38]3[C:43](=[CH:44][CH:45]=2)[N:42]=[CH:41][CH:40]=[CH:39]3)[C:7]([N+:8]([O-:10])=[O:9])=[CH:6][CH:5]=1. The catalyst class is: 8. (6) Reactant: C(OC(=O)[NH:7][C:8]1[S:9][C:10]2[CH:35]=[CH:34][CH:33]=[CH:32][C:11]=2[C:12]=1[C:13]([N:15]1[CH2:20][CH2:19][CH:18]([N:21]2[CH2:31][CH2:30][CH2:29][C:23]3([C:27](=[O:28])[NH:26][CH2:25][CH2:24]3)[CH2:22]2)[CH2:17][CH2:16]1)=[O:14])(C)(C)C.C(=O)([O-])[O-].[K+].[K+]. The catalyst class is: 55. Product: [NH2:7][C:8]1[S:9][C:10]2[CH:35]=[CH:34][CH:33]=[CH:32][C:11]=2[C:12]=1[C:13]([N:15]1[CH2:16][CH2:17][CH:18]([N:21]2[CH2:31][CH2:30][CH2:29][C:23]3([C:27](=[O:28])[NH:26][CH2:25][CH2:24]3)[CH2:22]2)[CH2:19][CH2:20]1)=[O:14].